This data is from Experimentally validated miRNA-target interactions with 360,000+ pairs, plus equal number of negative samples. The task is: Binary Classification. Given a miRNA mature sequence and a target amino acid sequence, predict their likelihood of interaction. The miRNA is mmu-miR-1903 with sequence CCUUCUUCUUCUUCCUGAGACA. The protein sequence of the target gene is MAASGPAAAAPSGVLVTCGLEQVLEALKLLLSPGGSGSSSLQNTKHDVLLQTLKSNLSALEAKFLKDAQWKKLKALRDELADKAEWPQSSEDITWSFTSQTLLLLLCLKEVLARLVADFNPGKPNPRTPEAAPALSPDTLSVSQQKTFQSVLQFVVTLGVCPYLIPGVGVPLRDRTEFGAVVQDVVRLEAAPHATRRLYICCRVLLDLAQHASLGSLIFCRHFGDIAAGLCQLGFCPTKRKPPGPVEEVLTEEERTLSRRALRDILDQVYQPLAVRELLTLQGGPRQPCTDVKTQLRCRA.... Result: 1 (interaction).